This data is from NCI-60 drug combinations with 297,098 pairs across 59 cell lines. The task is: Regression. Given two drug SMILES strings and cell line genomic features, predict the synergy score measuring deviation from expected non-interaction effect. (1) Drug 1: C1CN(CCN1C(=O)CCBr)C(=O)CCBr. Drug 2: C1C(C(OC1N2C=NC3=C2NC=NCC3O)CO)O. Cell line: HT29. Synergy scores: CSS=15.1, Synergy_ZIP=-8.37, Synergy_Bliss=-8.73, Synergy_Loewe=-10.2, Synergy_HSA=-10.6. (2) Drug 1: C1=CC(=CC=C1CC(C(=O)O)N)N(CCCl)CCCl.Cl. Drug 2: CC1CCC2CC(C(=CC=CC=CC(CC(C(=O)C(C(C(=CC(C(=O)CC(OC(=O)C3CCCCN3C(=O)C(=O)C1(O2)O)C(C)CC4CCC(C(C4)OC)O)C)C)O)OC)C)C)C)OC. Cell line: SR. Synergy scores: CSS=66.0, Synergy_ZIP=1.40, Synergy_Bliss=-1.30, Synergy_Loewe=-1.73, Synergy_HSA=2.05.